From a dataset of NCI-60 drug combinations with 297,098 pairs across 59 cell lines. Regression. Given two drug SMILES strings and cell line genomic features, predict the synergy score measuring deviation from expected non-interaction effect. (1) Drug 1: CC1=C2C(C(=O)C3(C(CC4C(C3C(C(C2(C)C)(CC1OC(=O)C(C(C5=CC=CC=C5)NC(=O)OC(C)(C)C)O)O)OC(=O)C6=CC=CC=C6)(CO4)OC(=O)C)OC)C)OC. Drug 2: C1C(C(OC1N2C=NC3=C(N=C(N=C32)Cl)N)CO)O. Cell line: HL-60(TB). Synergy scores: CSS=91.7, Synergy_ZIP=9.82, Synergy_Bliss=8.21, Synergy_Loewe=4.57, Synergy_HSA=9.22. (2) Drug 1: CC1=C2C(C(=O)C3(C(CC4C(C3C(C(C2(C)C)(CC1OC(=O)C(C(C5=CC=CC=C5)NC(=O)OC(C)(C)C)O)O)OC(=O)C6=CC=CC=C6)(CO4)OC(=O)C)OC)C)OC. Drug 2: C1=C(C(=O)NC(=O)N1)N(CCCl)CCCl. Cell line: NCI-H226. Synergy scores: CSS=21.2, Synergy_ZIP=-8.64, Synergy_Bliss=-12.8, Synergy_Loewe=-22.9, Synergy_HSA=-9.05. (3) Cell line: SK-MEL-5. Drug 2: CC1C(C(CC(O1)OC2CC(OC(C2O)C)OC3=CC4=CC5=C(C(=O)C(C(C5)C(C(=O)C(C(C)O)O)OC)OC6CC(C(C(O6)C)O)OC7CC(C(C(O7)C)O)OC8CC(C(C(O8)C)O)(C)O)C(=C4C(=C3C)O)O)O)O. Synergy scores: CSS=50.4, Synergy_ZIP=0.316, Synergy_Bliss=1.71, Synergy_Loewe=-4.00, Synergy_HSA=2.19. Drug 1: C1CN1P(=S)(N2CC2)N3CC3. (4) Drug 1: CN(C)C1=NC(=NC(=N1)N(C)C)N(C)C. Drug 2: CCC1(CC2CC(C3=C(CCN(C2)C1)C4=CC=CC=C4N3)(C5=C(C=C6C(=C5)C78CCN9C7C(C=CC9)(C(C(C8N6C=O)(C(=O)OC)O)OC(=O)C)CC)OC)C(=O)OC)O.OS(=O)(=O)O. Cell line: NCI-H522. Synergy scores: CSS=36.0, Synergy_ZIP=4.29, Synergy_Bliss=6.48, Synergy_Loewe=-46.2, Synergy_HSA=3.69. (5) Drug 1: CS(=O)(=O)CCNCC1=CC=C(O1)C2=CC3=C(C=C2)N=CN=C3NC4=CC(=C(C=C4)OCC5=CC(=CC=C5)F)Cl. Drug 2: N.N.Cl[Pt+2]Cl. Cell line: HL-60(TB). Synergy scores: CSS=53.2, Synergy_ZIP=-1.04, Synergy_Bliss=-1.08, Synergy_Loewe=-10.6, Synergy_HSA=0.461. (6) Drug 1: CC1C(C(CC(O1)OC2CC(CC3=C2C(=C4C(=C3O)C(=O)C5=C(C4=O)C(=CC=C5)OC)O)(C(=O)C)O)N)O.Cl. Drug 2: CNC(=O)C1=NC=CC(=C1)OC2=CC=C(C=C2)NC(=O)NC3=CC(=C(C=C3)Cl)C(F)(F)F. Cell line: UACC-257. Synergy scores: CSS=5.45, Synergy_ZIP=-3.80, Synergy_Bliss=-2.04, Synergy_Loewe=-7.23, Synergy_HSA=-3.75. (7) Drug 1: C1=CN(C(=O)N=C1N)C2C(C(C(O2)CO)O)O.Cl. Drug 2: C1CN(P(=O)(OC1)NCCCl)CCCl. Cell line: OVCAR-8. Synergy scores: CSS=41.6, Synergy_ZIP=0.533, Synergy_Bliss=0.727, Synergy_Loewe=-43.2, Synergy_HSA=1.06. (8) Drug 1: C1CCC(CC1)NC(=O)N(CCCl)N=O. Drug 2: C(CC(=O)O)C(=O)CN.Cl. Cell line: COLO 205. Synergy scores: CSS=10.8, Synergy_ZIP=-9.65, Synergy_Bliss=-10.8, Synergy_Loewe=-12.1, Synergy_HSA=-8.71. (9) Drug 1: C1CN(CCN1C(=O)CCBr)C(=O)CCBr. Synergy scores: CSS=7.63, Synergy_ZIP=-1.10, Synergy_Bliss=2.76, Synergy_Loewe=-3.75, Synergy_HSA=0.610. Cell line: EKVX. Drug 2: COCCOC1=C(C=C2C(=C1)C(=NC=N2)NC3=CC=CC(=C3)C#C)OCCOC.Cl.